Dataset: Full USPTO retrosynthesis dataset with 1.9M reactions from patents (1976-2016). Task: Predict the reactants needed to synthesize the given product. (1) Given the product [Cl:1][C:2]1[CH:7]=[CH:6][C:5]([NH:8][C:9]2[C:18]3[C:13](=[CH:14][CH:15]=[C:16]([S:19]([CH:20]4[CH2:21][CH2:22][O:23][CH2:24][CH2:25]4)(=[O:28])=[O:39])[CH:17]=3)[N:12]=[CH:11][CH:10]=2)=[CH:4][C:3]=1[O:26][CH3:27], predict the reactants needed to synthesize it. The reactants are: [Cl:1][C:2]1[CH:7]=[CH:6][C:5]([NH:8][C:9]2[C:18]3[C:13](=[CH:14][CH:15]=[C:16]([S:19][CH:20]4[CH2:25][CH2:24][O:23][CH2:22][CH2:21]4)[CH:17]=3)[N:12]=[CH:11][CH:10]=2)=[CH:4][C:3]=1[O:26][CH3:27].[OH:28]OS([O-])=O.[K+].O1CCCC1.[OH2:39]. (2) The reactants are: C([O:8][C:9]1[CH:14]=[C:13]([O:15][CH2:16][CH3:17])[CH:12]=[C:11]([F:18])[C:10]=1[F:19])C1C=CC=CC=1. Given the product [CH2:16]([O:15][C:13]1[CH:12]=[C:11]([F:18])[C:10]([F:19])=[C:9]([OH:8])[CH:14]=1)[CH3:17], predict the reactants needed to synthesize it. (3) Given the product [CH3:44][O:45][C:56]([C:12]1[CH:13]=[C:14]2[C:9](=[CH:10][CH:11]=1)[C:8]1[C:17](=[C:18]3[C:5](=[CH:6][CH:7]=1)[CH:4]=[C:3]([O:2][CH3:1])[CH:20]=[CH:19]3)[CH:16]([C:21]1[CH:22]=[CH:23][C:24]([O:27][CH2:28][CH2:29][N:30]3[CH2:35][CH2:34][CH2:33][CH2:32][CH2:31]3)=[CH:25][CH:26]=1)[O:15]2)=[O:57], predict the reactants needed to synthesize it. The reactants are: [CH3:1][O:2][C:3]1[CH:20]=[CH:19][C:18]2[C:5](=[CH:6][CH:7]=[C:8]3[C:17]=2[CH:16]([C:21]2[CH:26]=[CH:25][C:24]([O:27][CH2:28][CH2:29][N:30]4[CH2:35][CH2:34][CH2:33][CH2:32][CH2:31]4)=[CH:23][CH:22]=2)[O:15][C:14]2[C:9]3=[CH:10][CH:11]=[C:12](OS(C(F)(F)F)(=O)=O)[CH:13]=2)[CH:4]=1.[CH3:44][OH:45].C(N(CC)CC)C.CN([CH:56]=[O:57])C.